From a dataset of NCI-60 drug combinations with 297,098 pairs across 59 cell lines. Regression. Given two drug SMILES strings and cell line genomic features, predict the synergy score measuring deviation from expected non-interaction effect. (1) Drug 1: CC(CN1CC(=O)NC(=O)C1)N2CC(=O)NC(=O)C2. Drug 2: C1=CC=C(C(=C1)C(C2=CC=C(C=C2)Cl)C(Cl)Cl)Cl. Cell line: U251. Synergy scores: CSS=28.1, Synergy_ZIP=-4.88, Synergy_Bliss=0.457, Synergy_Loewe=-0.743, Synergy_HSA=1.27. (2) Drug 1: C1CN(P(=O)(OC1)NCCCl)CCCl. Drug 2: CC12CCC3C(C1CCC2OP(=O)(O)O)CCC4=C3C=CC(=C4)OC(=O)N(CCCl)CCCl.[Na+]. Cell line: SN12C. Synergy scores: CSS=2.33, Synergy_ZIP=-1.41, Synergy_Bliss=2.67, Synergy_Loewe=-5.02, Synergy_HSA=-2.67.